From a dataset of Forward reaction prediction with 1.9M reactions from USPTO patents (1976-2016). Predict the product of the given reaction. (1) Given the reactants Br[CH2:2][CH2:3][CH:4]([NH:11]C(OC(C)(C)C)=O)[C:5]1[CH:10]=[CH:9][CH:8]=[CH:7][CH:6]=1.[F:19][C:20]1[CH:25]=[CH:24][C:23]([CH:26]([CH:28]2[CH2:33][CH2:32][NH:31][CH2:30][CH2:29]2)[OH:27])=[CH:22][CH:21]=1, predict the reaction product. The product is: [NH2:11][CH:4]([C:5]1[CH:6]=[CH:7][CH:8]=[CH:9][CH:10]=1)[CH2:3][CH2:2][N:31]1[CH2:32][CH2:33][CH:28]([CH:26]([C:23]2[CH:22]=[CH:21][C:20]([F:19])=[CH:25][CH:24]=2)[OH:27])[CH2:29][CH2:30]1. (2) Given the reactants Br[C:2]1[CH:7]=[CH:6][C:5]([C:8]2[N:12]([CH2:13][C@@H:14]3[CH2:18][CH2:17][N:16]([C:19]([CH:21]4[CH2:23][CH2:22]4)=[O:20])[CH2:15]3)[CH:11]=[N:10][N:9]=2)=[CH:4][CH:3]=1.[NH:24]1[C:32]2[C:27](=[CH:28][CH:29]=[C:30](B(O)O)[CH:31]=2)[CH:26]=[CH:25]1, predict the reaction product. The product is: [CH:21]1([C:19]([N:16]2[CH2:17][CH2:18][C@@H:14]([CH2:13][N:12]3[CH:11]=[N:10][N:9]=[C:8]3[C:5]3[CH:6]=[CH:7][C:2]([C:30]4[CH:31]=[C:32]5[C:27]([CH:26]=[CH:25][NH:24]5)=[CH:28][CH:29]=4)=[CH:3][CH:4]=3)[CH2:15]2)=[O:20])[CH2:23][CH2:22]1. (3) Given the reactants [CH:1]([N:14]1[CH2:17][CH:16]([C:18]([OH:20])=O)[CH2:15]1)([C:8]1[CH:13]=[CH:12][CH:11]=[CH:10][CH:9]=1)[C:2]1[CH:7]=[CH:6][CH:5]=[CH:4][CH:3]=1.Cl.CN.O[N:25]1[C:29]2C=CC=CC=2N=N1.Cl.C(N=C=NCCCN(C)C)C, predict the reaction product. The product is: [CH:1]([N:14]1[CH2:17][CH:16]([C:18]([NH:25][CH3:29])=[O:20])[CH2:15]1)([C:8]1[CH:13]=[CH:12][CH:11]=[CH:10][CH:9]=1)[C:2]1[CH:7]=[CH:6][CH:5]=[CH:4][CH:3]=1. (4) Given the reactants [H-].[Na+].[Br:3][C:4]1[CH:18]=[CH:17][C:7]([C:8]([C:10]2[CH:15]=[CH:14][C:13]([Br:16])=[CH:12][CH:11]=2)=O)=[CH:6][CH:5]=1.[C:19]([O:22][CH2:23][CH3:24])(=[O:21])[CH3:20], predict the reaction product. The product is: [CH2:23]([O:22][C:19](=[O:21])[CH:20]=[C:8]([C:10]1[CH:15]=[CH:14][C:13]([Br:16])=[CH:12][CH:11]=1)[C:7]1[CH:17]=[CH:18][C:4]([Br:3])=[CH:5][CH:6]=1)[CH3:24]. (5) Given the reactants Br[C:2]1[CH:15]=[CH:14][C:13]2[C:4](=[C:5]([C:26]3[CH:35]=[CH:34][C:33]4[C:28](=[CH:29][CH:30]=[CH:31][CH:32]=4)[CH:27]=3)[C:6]3[C:11]([C:12]=2[C:16]2[CH:25]=[CH:24][C:23]4[C:18](=[CH:19][CH:20]=[CH:21][CH:22]=4)[CH:17]=2)=[CH:10][CH:9]=[CH:8][CH:7]=3)[CH:3]=1.[Li]CCCC.[B:41]([O:46]C)(OC)[O:42]C, predict the reaction product. The product is: [CH:27]1[C:28]2[C:33](=[CH:32][CH:31]=[CH:30][CH:29]=2)[CH:34]=[CH:35][C:26]=1[C:5]1[C:4]2[C:13]([C:12]([C:16]3[CH:25]=[CH:24][C:23]4[C:18](=[CH:19][CH:20]=[CH:21][CH:22]=4)[CH:17]=3)=[C:11]3[C:6]=1[CH:7]=[C:8]([B:41]([OH:46])[OH:42])[CH:9]=[CH:10]3)=[CH:14][CH:15]=[CH:2][CH:3]=2.